From a dataset of Forward reaction prediction with 1.9M reactions from USPTO patents (1976-2016). Predict the product of the given reaction. (1) Given the reactants II.N1C=CC=CC=1.FC(F)(F)C(O[I:14](C1C=CC=CC=1)OC(=O)C(F)(F)F)=O.[Cl:30][C:31]1[C:32]([C:45]([O:47][CH2:48][CH3:49])=[O:46])=[CH:33][C:34]2[N:35]([CH:38]=[C:39]([C:41]([F:44])([F:43])[CH3:42])[N:40]=2)[C:36]=1[CH3:37].C(=O)([O-])O.[Na+].S([O-])([O-])(=O)=S.[Na+].[Na+], predict the reaction product. The product is: [Cl:30][C:31]1[C:32]([C:45]([O:47][CH2:48][CH3:49])=[O:46])=[CH:33][C:34]2[N:35]([C:38]([I:14])=[C:39]([C:41]([F:44])([F:43])[CH3:42])[N:40]=2)[C:36]=1[CH3:37]. (2) Given the reactants [CH2:1]([N:3]1[C:7]2=[N:8][C:9]([CH2:29][CH3:30])=[C:10]([CH2:19][NH:20][C:21]([C:23]3([C:26](O)=[O:27])[CH2:25][CH2:24]3)=[O:22])[C:11]([NH:12][CH:13]3[CH2:18][CH2:17][O:16][CH2:15][CH2:14]3)=[C:6]2[CH:5]=[N:4]1)[CH3:2].[NH2:31][CH2:32][C:33]1[CH:34]=[CH:35][C:36]([F:60])=[C:37]([C:39]2[CH:44]=[CH:43][CH:42]=[C:41]([CH2:45][N:46]3[CH2:51][CH2:50][N:49]([C:52]([O:54][C:55]([CH3:58])([CH3:57])[CH3:56])=[O:53])[C@@H:48]([CH3:59])[CH2:47]3)[CH:40]=2)[CH:38]=1.C1C=CC2N(O)N=NC=2C=1.C(Cl)CCl, predict the reaction product. The product is: [CH2:1]([N:3]1[C:7]2=[N:8][C:9]([CH2:29][CH3:30])=[C:10]([CH2:19][NH:20][C:21]([C:23]3([C:26]([NH:31][CH2:32][C:33]4[CH:34]=[CH:35][C:36]([F:60])=[C:37]([C:39]5[CH:44]=[CH:43][CH:42]=[C:41]([CH2:45][N:46]6[CH2:51][CH2:50][N:49]([C:52]([O:54][C:55]([CH3:56])([CH3:58])[CH3:57])=[O:53])[C@@H:48]([CH3:59])[CH2:47]6)[CH:40]=5)[CH:38]=4)=[O:27])[CH2:25][CH2:24]3)=[O:22])[C:11]([NH:12][CH:13]3[CH2:18][CH2:17][O:16][CH2:15][CH2:14]3)=[C:6]2[CH:5]=[N:4]1)[CH3:2]. (3) Given the reactants Cl.C([O:6][C:7](=[O:17])[C@H:8]([CH2:10][C:11]1[CH:16]=[CH:15][CH:14]=[CH:13][CH:12]=1)[NH2:9])(C)(C)C.[CH3:18][O:19][C:20]1[CH:25]=[C:24]([CH3:26])[C:23]([S:27](Cl)(=[O:29])=[O:28])=[C:22]([CH3:31])[C:21]=1[CH3:32].C(N(CC)C(C)C)(C)C, predict the reaction product. The product is: [CH3:18][O:19][C:20]1[CH:25]=[C:24]([CH3:26])[C:23]([S:27]([NH:9][C@@H:8]([CH2:10][C:11]2[CH:12]=[CH:13][CH:14]=[CH:15][CH:16]=2)[C:7]([OH:6])=[O:17])(=[O:28])=[O:29])=[C:22]([CH3:31])[C:21]=1[CH3:32]. (4) Given the reactants [CH3:1][C:2]1[CH:7]=[CH:6][N:5]=[CH:4][C:3]=1[N:8]1[CH2:12][CH2:11][NH:10][C:9]1=[O:13].Br[C:15]1[S:16][CH:17]=[CH:18][N:19]=1.N[C@@H]1CCCC[C@H]1N.C(=O)([O-])[O-].[K+].[K+], predict the reaction product. The product is: [CH3:1][C:2]1[CH:7]=[CH:6][N:5]=[CH:4][C:3]=1[N:8]1[CH2:12][CH2:11][N:10]([C:15]2[S:16][CH:17]=[CH:18][N:19]=2)[C:9]1=[O:13]. (5) Given the reactants [F:1][CH:2]([F:17])[CH2:3][NH:4][CH:5]1[CH2:11][CH2:10][C:9]2[CH:12]=[C:13]([NH2:16])[CH:14]=[CH:15][C:8]=2[CH2:7][CH2:6]1.Cl[C:19]1[N:24]=[C:23]([NH:25][C:26]2[C:35]([F:36])=[CH:34][CH:33]=[CH:32][C:27]=2[C:28]([NH:30][CH3:31])=[O:29])[C:22]([Cl:37])=[CH:21][N:20]=1, predict the reaction product. The product is: [Cl:37][C:22]1[C:23]([NH:25][C:26]2[C:35]([F:36])=[CH:34][CH:33]=[CH:32][C:27]=2[C:28]([NH:30][CH3:31])=[O:29])=[N:24][C:19]([NH:16][C:13]2[CH:14]=[CH:15][C:8]3[CH2:7][CH2:6][CH:5]([NH:4][CH2:3][CH:2]([F:17])[F:1])[CH2:11][CH2:10][C:9]=3[CH:12]=2)=[N:20][CH:21]=1.